Dataset: Forward reaction prediction with 1.9M reactions from USPTO patents (1976-2016). Task: Predict the product of the given reaction. (1) Given the reactants Br[C:2]1[CH:7]=[CH:6][C:5]([S:8]([NH:11][C:12]2[S:16][N:15]=[CH:14][N:13]=2)(=[O:10])=[O:9])=[CH:4][CH:3]=1.[NH:17]1[CH2:21][CH2:20][C@@H:19]([NH:22][C:23](=[O:29])[O:24][C:25]([CH3:28])([CH3:27])[CH3:26])[CH2:18]1.C1(C2C=CC=CC=2)C=CC=CC=1P(C(C)(C)C)C(C)(C)C.CC(C)([O-])C.[Na+], predict the reaction product. The product is: [C:25]([O:24][C:23](=[O:29])[N:22]([C:2]1[CH:7]=[CH:6][C:5]([S:8](=[O:10])(=[O:9])[NH:11][C:12]2[S:16][N:15]=[CH:14][N:13]=2)=[CH:4][CH:3]=1)[C@@H:19]1[CH2:20][CH2:21][NH:17][CH2:18]1)([CH3:28])([CH3:26])[CH3:27]. (2) Given the reactants [NH2:1][C:2]1[CH:3]=[C:4]2[C:9](=[C:10]([NH:12][C:13]([CH3:16])([CH3:15])[CH3:14])[N:11]=1)[C:8](=[O:17])[N:7]([CH2:18][CH2:19][OH:20])[CH:6]=[CH:5]2.Cl[C:22]1[CH:27]=[C:26]([C:28]([NH2:31])([CH3:30])[CH3:29])[CH:25]=[CH:24][N:23]=1.CC([O-])(C)C.[Na+].C1C=CC(P(C2C(C3C(P(C4C=CC=CC=4)C4C=CC=CC=4)=CC=C4C=3C=CC=C4)=C3C(C=CC=C3)=CC=2)C2C=CC=CC=2)=CC=1, predict the reaction product. The product is: [NH2:31][C:28]([C:26]1[CH:25]=[CH:24][N:23]=[C:22]([NH:1][C:2]2[CH:3]=[C:4]3[C:9](=[C:10]([NH:12][C:13]([CH3:15])([CH3:16])[CH3:14])[N:11]=2)[C:8](=[O:17])[N:7]([CH2:18][CH2:19][OH:20])[CH:6]=[CH:5]3)[CH:27]=1)([CH3:30])[CH3:29]. (3) Given the reactants Br[C:2]1[CH:3]=[C:4]2[C:9](=[CH:10][C:11]=1[F:12])[N:8]=[CH:7][C:6]([C:13]([CH:15]1[CH2:17][CH2:16]1)=[O:14])=[C:5]2[NH:18][C@H:19]1[CH2:24][CH2:23][C@H:22]([N:25]([CH3:27])[CH3:26])[CH2:21][CH2:20]1.[F:28][C:29]1[CH:34]=[C:33](B2OC(C)(C)C(C)(C)O2)[CH:32]=[C:31]([F:44])[C:30]=1[OH:45], predict the reaction product. The product is: [CH:15]1([C:13]([C:6]2[CH:7]=[N:8][C:9]3[C:4]([C:5]=2[NH:18][C@H:19]2[CH2:24][CH2:23][C@H:22]([N:25]([CH3:26])[CH3:27])[CH2:21][CH2:20]2)=[CH:3][C:2]([C:33]2[CH:34]=[C:29]([F:28])[C:30]([OH:45])=[C:31]([F:44])[CH:32]=2)=[C:11]([F:12])[CH:10]=3)=[O:14])[CH2:17][CH2:16]1. (4) Given the reactants [F:1][C:2]1[C:10]([CH3:11])=[CH:9][C:8]([C:12]2[CH:17]=[CH:16][CH:15]=[C:14]([F:18])[CH:13]=2)=[CH:7][C:3]=1[C:4]([OH:6])=O.C(Cl)(C(Cl)=O)=O.[NH2:25][C:26]1[C:27]([CH3:34])=[C:28]([OH:33])[CH:29]=[CH:30][C:31]=1[F:32].C([O-])(O)=O.[Na+].Cl, predict the reaction product. The product is: [F:1][C:2]1[C:10]([CH3:11])=[CH:9][C:8]([C:12]2[CH:17]=[CH:16][CH:15]=[C:14]([F:18])[CH:13]=2)=[CH:7][C:3]=1[C:4]([NH:25][C:26]1[C:31]([F:32])=[CH:30][CH:29]=[C:28]([OH:33])[C:27]=1[CH3:34])=[O:6]. (5) Given the reactants [CH3:1][O:2][C:3]1[CH:8]=[CH:7][C:6]([C:9]([C:11]2[S:12][CH:13]=[CH:14][C:15]=2[O:16][CH:17]2[CH:22]([OH:23])[CH:21]([OH:24])[CH:20]([OH:25])[CH:19]([CH2:26][OH:27])[O:18]2)=[O:10])=[CH:5][CH:4]=1.[BH4-].[Na+].ClCCl.CO.N, predict the reaction product. The product is: [OH:10][CH:9]([C:6]1[CH:5]=[CH:4][C:3]([O:2][CH3:1])=[CH:8][CH:7]=1)[C:11]1[S:12][CH:13]=[CH:14][C:15]=1[O:16][CH:17]1[CH:22]([OH:23])[CH:21]([OH:24])[CH:20]([OH:25])[CH:19]([CH2:26][OH:27])[O:18]1. (6) Given the reactants FC(F)(F)C(O)=O.C(OC([N:15]1[CH2:20][CH2:19][CH2:18][CH:17]([O:21][C:22]2[CH:23]=[C:24]3[C:29](=[CH:30][CH:31]=2)[C:28]([Cl:32])=[N:27][CH:26]=[CH:25]3)[CH2:16]1)=O)(C)(C)C, predict the reaction product. The product is: [Cl:32][C:28]1[C:29]2[C:24](=[CH:23][C:22]([O:21][CH:17]3[CH2:18][CH2:19][CH2:20][NH:15][CH2:16]3)=[CH:31][CH:30]=2)[CH:25]=[CH:26][N:27]=1. (7) Given the reactants C(OC([N:8]1[CH2:13][CH2:12][CH:11]([O:14][C:15]2[CH:20]=[CH:19][C:18]([C:21]3[C:22]([CH3:28])=[N:23][NH:24][C:25](=[O:27])[CH:26]=3)=[CH:17][CH:16]=2)[CH2:10][CH2:9]1)=O)(C)(C)C.[ClH:29], predict the reaction product. The product is: [ClH:29].[CH3:28][C:22]1[C:21]([C:18]2[CH:17]=[CH:16][C:15]([O:14][CH:11]3[CH2:12][CH2:13][NH:8][CH2:9][CH2:10]3)=[CH:20][CH:19]=2)=[CH:26][C:25](=[O:27])[NH:24][N:23]=1. (8) Given the reactants C(O)=O.[C:4]1(=[O:13])[C:12]2[C:7](=[CH:8][CH:9]=[CH:10][CH:11]=2)[CH2:6][CH2:5]1.C(N(CC)CC)C.C(=O)([O-])O.[Na+], predict the reaction product. The product is: [CH:4]1([OH:13])[C:12]2[C:7](=[CH:8][CH:9]=[CH:10][CH:11]=2)[CH2:6][CH2:5]1.